From a dataset of Reaction yield outcomes from USPTO patents with 853,638 reactions. Predict the reaction yield, written as a fraction of the theoretical maximum amount of product (1.0 means a 100% yield; for example, 0.34 means a 34% yield). (1) The reactants are [NH2:1][CH2:2][CH2:3][NH:4][C:5](=[O:14])[O:6][CH2:7][C:8]1[CH:13]=[CH:12][CH:11]=[CH:10][CH:9]=1.[C:15](=[S:17])=S. The catalyst is C(O)C. The product is [CH2:7]([O:6][C:5]([NH:4][CH2:3][CH2:2][NH:1][C:15]([NH:1][CH2:2][CH2:3][NH:4][C:5](=[O:14])[O:6][CH2:7][C:8]1[CH:9]=[CH:10][CH:11]=[CH:12][CH:13]=1)=[S:17])=[O:14])[C:8]1[CH:9]=[CH:10][CH:11]=[CH:12][CH:13]=1. The yield is 0.893. (2) The reactants are [C:1]([N:8]1[CH2:13][CH2:12][S:11][CH2:10][CH:9]1C(O)=O)([O:3][C:4](C)(C)[CH3:5])=[O:2].Cl.C(OC(=O)[C@H](CS)N)C.C(N(CC)CC)C.BrC(Br)C. The product is [CH2:4]([O:3][C:1]([N:8]1[CH2:9][CH2:10][S:11][CH2:12][CH2:13]1)=[O:2])[CH3:5]. The catalyst is C1COCC1. The yield is 0.870. (3) The reactants are [CH3:1][O:2][C:3]1[CH:8]=[CH:7][C:6]([SH:9])=[CH:5][CH:4]=1.[Br:10][C:11]1[C:24]2[C:15](=[N:16][C:17]3[C:22]([C:23]=2Cl)=[CH:21][CH:20]=[C:19]([O:26][CH3:27])[CH:18]=3)[CH:14]=[CH:13][CH:12]=1.[H-].[Na+]. The catalyst is CN(C=O)C. The product is [Br:10][C:11]1[C:24]2[C:15](=[N:16][C:17]3[C:22]([C:23]=2[S:9][C:6]2[CH:7]=[CH:8][C:3]([O:2][CH3:1])=[CH:4][CH:5]=2)=[CH:21][CH:20]=[C:19]([O:26][CH3:27])[CH:18]=3)[CH:14]=[CH:13][CH:12]=1. The yield is 0.990. (4) The reactants are Br[CH2:2][C:3]1[N:4]([CH3:15])[N:5]=[C:6]2[C:11]=1[CH:10]=[CH:9][C:8]([N+:12]([O-:14])=[O:13])=[CH:7]2.[OH-:16].[Na+]. The catalyst is CC#N.O. The product is [CH3:15][N:4]1[C:3]([CH2:2][OH:16])=[C:11]2[C:6]([CH:7]=[C:8]([N+:12]([O-:14])=[O:13])[CH:9]=[CH:10]2)=[N:5]1. The yield is 0.330. (5) The reactants are [F:1][CH2:2][CH2:3][N:4]1[CH2:9][CH2:8][CH:7]([NH:10][C:11]2[CH:16]=[CH:15][C:14]([NH2:17])=[CH:13][CH:12]=2)[CH2:6][CH2:5]1.Cl[C:19]1[N:28]=[CH:27][C:26]2[C:21](=[C:22]([C:29]3[CH:30]=[C:31]([NH:35][C:36](=[O:39])[CH:37]=[CH2:38])[CH:32]=[CH:33][CH:34]=3)[CH:23]=[CH:24][CH:25]=2)[N:20]=1.C(O)(C(F)(F)F)=O. The catalyst is CCCCO. The product is [F:1][CH2:2][CH2:3][N:4]1[CH2:9][CH2:8][CH:7]([NH:10][C:11]2[CH:12]=[CH:13][C:14]([NH:17][C:19]3[N:28]=[CH:27][C:26]4[C:21](=[C:22]([C:29]5[CH:30]=[C:31]([NH:35][C:36](=[O:39])[CH:37]=[CH2:38])[CH:32]=[CH:33][CH:34]=5)[CH:23]=[CH:24][CH:25]=4)[N:20]=3)=[CH:15][CH:16]=2)[CH2:6][CH2:5]1. The yield is 0.163.